This data is from Forward reaction prediction with 1.9M reactions from USPTO patents (1976-2016). The task is: Predict the product of the given reaction. (1) Given the reactants [Cl:1][C:2]1[N:7]=[C:6]([Cl:8])[N:5]=[C:4](NCCN2CCCCC2)[N:3]=1.[N:18]1[CH:23]=[CH:22][CH:21]=[CH:20][C:19]=1[CH2:24][OH:25], predict the reaction product. The product is: [Cl:8][C:6]1[N:7]=[C:2]([Cl:1])[N:3]=[C:4]([O:25][CH2:24][C:19]2[CH:20]=[CH:21][CH:22]=[CH:23][N:18]=2)[N:5]=1. (2) Given the reactants [Cl:1][C:2]1[CH:7]=[CH:6][C:5](B(O)O)=[CH:4][CH:3]=1.Cl[C:12]1[C:17]([CH2:18][OH:19])=[CH:16][CH:15]=[CH:14][N:13]=1.C(=O)(O)[O-].[Na+].O1CCOCC1, predict the reaction product. The product is: [Cl:1][C:2]1[CH:7]=[CH:6][C:5]([C:12]2[C:17]([CH2:18][OH:19])=[CH:16][CH:15]=[CH:14][N:13]=2)=[CH:4][CH:3]=1. (3) Given the reactants [N+:1]([C:4]1[CH:17]=[CH:16][C:7]([O:8][C:9]2[CH:14]=[CH:13][N:12]=[C:11]([NH2:15])[CH:10]=2)=[CH:6][CH:5]=1)([O-:3])=[O:2].Cl[C:19](OC1C=CC=CC=1)=[O:20].Cl.Cl.Cl.[N:31]1([CH2:35][CH2:36][N:37]2[CH2:42][CH2:41][NH:40][CH2:39][CH2:38]2)[CH2:34][CH2:33][CH2:32]1, predict the reaction product. The product is: [N+:1]([C:4]1[CH:17]=[CH:16][C:7]([O:8][C:9]2[CH:14]=[CH:13][N:12]=[C:11]([NH:15][C:19]([N:40]3[CH2:39][CH2:38][N:37]([CH2:36][CH2:35][N:31]4[CH2:32][CH2:33][CH2:34]4)[CH2:42][CH2:41]3)=[O:20])[CH:10]=2)=[CH:6][CH:5]=1)([O-:3])=[O:2]. (4) The product is: [CH2:17]([O:24][C:25](=[O:37])[NH:26][C:27]([CH3:32])([C:33]1[N:36]=[C:1]([CH3:2])[O:35][N:34]=1)[CH2:28][CH:29]1[CH2:31][CH2:30]1)[C:18]1[CH:19]=[CH:20][CH:21]=[CH:22][CH:23]=1. Given the reactants [C:1](O)(=O)[CH3:2].C(N1C=CN=C1)(N1C=CN=C1)=O.[CH2:17]([O:24][C:25](=[O:37])[NH:26][C:27]([C:33](=[NH:36])[NH:34][OH:35])([CH3:32])[CH2:28][CH:29]1[CH2:31][CH2:30]1)[C:18]1[CH:23]=[CH:22][CH:21]=[CH:20][CH:19]=1, predict the reaction product. (5) The product is: [NH2:7][C:8]1[CH:13]=[C:12]([CH:11]=[C:10]([N:16]2[CH2:21][CH2:20][C@@H:19]([N:22]3[CH2:23][CH2:24][O:25][CH2:26][CH2:27]3)[C@H:18]([O:28][Si:29]([C:32]([CH3:35])([CH3:34])[CH3:33])([CH3:30])[CH3:31])[CH2:17]2)[C:9]=1[Cl:36])[C:14]#[N:15]. Given the reactants C(OC(=O)[NH:7][C:8]1[CH:13]=[C:12]([C:14]#[N:15])[CH:11]=[C:10]([N:16]2[CH2:21][CH2:20][C@@H:19]([N:22]3[CH2:27][CH2:26][O:25][CH2:24][CH2:23]3)[C@H:18]([O:28][Si:29]([C:32]([CH3:35])([CH3:34])[CH3:33])([CH3:31])[CH3:30])[CH2:17]2)[C:9]=1[Cl:36])(C)(C)C.C(O)(C(F)(F)F)=O, predict the reaction product. (6) Given the reactants FC1C(NC2C=CC(I)=CC=2F)=C(C(N2CC(C(O)CC3OCCO3)(O)C2)=O)C=CC=1F.C(N(CC)CC)C.[CH:40]([C:43]1[CH:48]=[C:47]([CH:49]([CH3:51])[CH3:50])[CH:46]=[C:45]([CH:52]([CH3:54])[CH3:53])[C:44]=1[S:55](Cl)(=[O:57])=[O:56])([CH3:42])[CH3:41].C([O:62][CH2:63][CH3:64])(=O)C, predict the reaction product. The product is: [CH3:42][CH:40]([C:43]1[CH:48]=[C:47]([CH:49]([CH3:50])[CH3:51])[CH:46]=[C:45]([CH:52]([CH3:54])[CH3:53])[C:44]=1[S:55]([O:62][CH2:63][CH3:64])(=[O:56])=[O:57])[CH3:41]. (7) The product is: [CH3:14][C:7]1([CH3:15])[C:6]2[C:11](=[CH:12][CH:13]=[C:4]([C:1]([Cl:23])=[CH:2][CH:18]=[O:19])[CH:5]=2)[S:10][CH2:9][CH2:8]1. Given the reactants [C:1]([C:4]1[CH:5]=[C:6]2[C:11](=[CH:12][CH:13]=1)[S:10][CH2:9][CH2:8][C:7]2([CH3:15])[CH3:14])(=O)[CH3:2].CN(C)[CH:18]=[O:19].P(Cl)(Cl)([Cl:23])=O.C([O-])(=O)C.[Na+], predict the reaction product. (8) Given the reactants CC(OC([N:8]1[CH2:13][CH2:12][CH:11]([NH:14][C:15]2[C:20]([C:21]([O:23][CH2:24][CH3:25])=[O:22])=[CH:19][N:18]=[C:17]3[N:26]([CH2:29][CH3:30])[N:27]=[CH:28][C:16]=23)[CH2:10][CH2:9]1)=O)(C)C.[ClH:31], predict the reaction product. The product is: [ClH:31].[CH2:29]([N:26]1[C:17]2=[N:18][CH:19]=[C:20]([C:21]([O:23][CH2:24][CH3:25])=[O:22])[C:15]([NH:14][CH:11]3[CH2:12][CH2:13][NH:8][CH2:9][CH2:10]3)=[C:16]2[CH:28]=[N:27]1)[CH3:30]. (9) Given the reactants [C:1]([O:5][C:6]([N:8]1[CH2:12][CH2:11][CH2:10][C@H:9]1[CH2:13][NH:14][C:15]1[C:16]([O:29][C:30]2[CH:35]=[CH:34][C:33]([O:36][CH3:37])=[CH:32][CH:31]=2)=[N:17][C:18]([C:21]2[CH:22]=[N:23][CH:24]=[C:25]([CH:27]=[O:28])[CH:26]=2)=[N:19][CH:20]=1)=[O:7])([CH3:4])([CH3:3])[CH3:2].[Li+].[BH4-], predict the reaction product. The product is: [C:1]([O:5][C:6]([N:8]1[CH2:12][CH2:11][CH2:10][C@H:9]1[CH2:13][NH:14][C:15]1[C:16]([O:29][C:30]2[CH:31]=[CH:32][C:33]([O:36][CH3:37])=[CH:34][CH:35]=2)=[N:17][C:18]([C:21]2[CH:22]=[N:23][CH:24]=[C:25]([CH2:27][OH:28])[CH:26]=2)=[N:19][CH:20]=1)=[O:7])([CH3:4])([CH3:3])[CH3:2].